Dataset: Forward reaction prediction with 1.9M reactions from USPTO patents (1976-2016). Task: Predict the product of the given reaction. (1) Given the reactants [CH:1]([C:3]1[O:11][C:10]2[CH:9]=[CH:8][N:7]=[C:6]([NH:12][C:13](=[O:20])[C:14]3[CH:19]=[CH:18][CH:17]=[CH:16][CH:15]=3)[C:5]=2[CH:4]=1)=O.[NH2:21][C:22]([CH:26]([F:28])[F:27])=[CH:23][C:24]#[N:25], predict the reaction product. The product is: [C:24]([C:23]1[CH:1]([C:3]2[O:11][C:10]3[CH:9]=[CH:8][N:7]=[C:6]([NH:12][C:13](=[O:20])[C:14]4[CH:15]=[CH:16][CH:17]=[CH:18][CH:19]=4)[C:5]=3[CH:4]=2)[C:23]([C:24]#[N:25])=[C:22]([CH:26]([F:28])[F:27])[NH:21][C:22]=1[CH:26]([F:28])[F:27])#[N:25]. (2) Given the reactants C(OC([NH:11][C@H:12]1[CH2:17][CH2:16][N:15]([C:18]2[NH:22][C:21]3[CH:23]=[CH:24][CH:25]=[C:26]([C:27]([O:29][CH3:30])=[O:28])[C:20]=3[N:19]=2)[CH2:14][C@H:13]1[O:31][CH3:32])=O)C1C=CC=CC=1.[H][H], predict the reaction product. The product is: [NH2:11][C@H:12]1[CH2:17][CH2:16][N:15]([C:18]2[NH:22][C:21]3[CH:23]=[CH:24][CH:25]=[C:26]([C:27]([O:29][CH3:30])=[O:28])[C:20]=3[N:19]=2)[CH2:14][C@H:13]1[O:31][CH3:32]. (3) Given the reactants Cl[C:2]1[N:7]=[C:6]2[N:8]([S:11]([C:14]3[CH:15]=[CH:16][CH:17]=[C:18]4[C:23]=3[N:22]=[CH:21][CH:20]=[CH:19]4)(=[O:13])=[O:12])[N:9]=[CH:10][C:5]2=[CH:4][N:3]=1.[NH2:24][C:25]1[CH:30]=[CH:29][C:28]([N:31]2[CH2:36][CH2:35][N:34]([C:37]([O:39][C:40]([CH3:43])([CH3:42])[CH3:41])=[O:38])[CH2:33][CH2:32]2)=[CH:27][CH:26]=1.CCN(C(C)C)C(C)C.O, predict the reaction product. The product is: [N:22]1[C:23]2[C:18](=[CH:17][CH:16]=[CH:15][C:14]=2[S:11]([N:8]2[C:6]3=[N:7][C:2]([NH:24][C:25]4[CH:30]=[CH:29][C:28]([N:31]5[CH2:36][CH2:35][N:34]([C:37]([O:39][C:40]([CH3:43])([CH3:42])[CH3:41])=[O:38])[CH2:33][CH2:32]5)=[CH:27][CH:26]=4)=[N:3][CH:4]=[C:5]3[CH:10]=[N:9]2)(=[O:13])=[O:12])[CH:19]=[CH:20][CH:21]=1. (4) Given the reactants [OH:1][CH:2]([C:25]1[CH:26]=[N:27][CH:28]=[CH:29][CH:30]=1)[CH:3]([CH2:18][C:19]1[CH:24]=[CH:23][CH:22]=[CH:21][CH:20]=1)[C:4]([O:6][CH2:7][C:8]1[CH:13]=[CH:12][CH:11]=[C:10]([C:14]([F:17])([F:16])[F:15])[CH:9]=1)=[O:5].CC(OI1(OC(C)=O)(OC(C)=O)OC(=O)C2C=CC=CC1=2)=O.O, predict the reaction product. The product is: [O:1]=[C:2]([C:25]1[CH:26]=[N:27][CH:28]=[CH:29][CH:30]=1)[CH:3]([CH2:18][C:19]1[CH:20]=[CH:21][CH:22]=[CH:23][CH:24]=1)[C:4]([O:6][CH2:7][C:8]1[CH:13]=[CH:12][CH:11]=[C:10]([C:14]([F:15])([F:16])[F:17])[CH:9]=1)=[O:5]. (5) The product is: [CH2:7]([N:14]1[CH:20]2[CH2:21][CH2:22][CH:15]1[CH2:16][NH:17][CH2:18][CH2:19]2)[C:8]1[CH:9]=[CH:10][CH:11]=[CH:12][CH:13]=1. Given the reactants [H-].[H-].[H-].[H-].[Li+].[Al+3].[CH2:7]([N:14]1[CH:20]2[CH2:21][CH2:22][CH:15]1[CH2:16][NH:17][C:18](=O)[CH2:19]2)[C:8]1[CH:13]=[CH:12][CH:11]=[CH:10][CH:9]=1, predict the reaction product. (6) Given the reactants Br[CH2:2][C:3]([C:5]1[CH:14]=[CH:13][C:8]([C:9]([O:11][CH3:12])=[O:10])=[CH:7][CH:6]=1)=O.C([NH:18][C:19]([NH2:21])=[NH:20])(=O)C, predict the reaction product. The product is: [NH2:21][C:19]1[NH:18][CH:2]=[C:3]([C:5]2[CH:14]=[CH:13][C:8]([C:9]([O:11][CH3:12])=[O:10])=[CH:7][CH:6]=2)[N:20]=1. (7) Given the reactants [C:1]1([CH2:11][CH2:12][CH2:13][C:14]([OH:16])=O)[C:10]2[C:5](=[CH:6][CH:7]=[CH:8][CH:9]=2)[CH:4]=[CH:3][CH:2]=1.S(Cl)([Cl:19])=O, predict the reaction product. The product is: [C:1]1([CH2:11][CH2:12][CH2:13][C:14]([Cl:19])=[O:16])[C:10]2[C:5](=[CH:6][CH:7]=[CH:8][CH:9]=2)[CH:4]=[CH:3][CH:2]=1.